From a dataset of NCI-60 drug combinations with 297,098 pairs across 59 cell lines. Regression. Given two drug SMILES strings and cell line genomic features, predict the synergy score measuring deviation from expected non-interaction effect. Drug 1: CC1=C2C(C(=O)C3(C(CC4C(C3C(C(C2(C)C)(CC1OC(=O)C(C(C5=CC=CC=C5)NC(=O)OC(C)(C)C)O)O)OC(=O)C6=CC=CC=C6)(CO4)OC(=O)C)OC)C)OC. Drug 2: C(CC(=O)O)C(=O)CN.Cl. Cell line: SF-268. Synergy scores: CSS=26.6, Synergy_ZIP=-7.46, Synergy_Bliss=-13.5, Synergy_Loewe=-17.4, Synergy_HSA=-8.85.